Dataset: Reaction yield outcomes from USPTO patents with 853,638 reactions. Task: Predict the reaction yield, written as a fraction of the theoretical maximum amount of product (1.0 means a 100% yield; for example, 0.34 means a 34% yield). (1) The yield is 0.180. The product is [CH3:16][NH:17][C@H:3]([C:4]([OH:6])=[O:5])[C:2]([CH3:8])([CH3:1])[C:9]1[CH:14]=[CH:13][C:12]([CH3:15])=[CH:11][CH:10]=1. The reactants are [CH3:1][C:2]([C:9]1[CH:14]=[CH:13][C:12]([CH3:15])=[CH:11][CH:10]=1)([CH3:8])[C:3](=O)[C:4]([OH:6])=[O:5].[CH3:16][NH2:17]. The catalyst is O1CCCC1. (2) The reactants are [CH3:1][C:2](=[CH2:15])[CH:3]([C:9]1[CH:14]=[CH:13][CH:12]=[CH:11][CH:10]=1)[CH2:4][C:5](OC)=[O:6].[H-].[Al+3].[Li+].[H-].[H-].[H-]. The catalyst is C1COCC1. The product is [CH3:15][C:2](=[CH2:1])[CH:3]([C:9]1[CH:14]=[CH:13][CH:12]=[CH:11][CH:10]=1)[CH2:4][CH2:5][OH:6]. The yield is 0.970. (3) The reactants are [CH:1]([N:4]1[CH:8]=[C:7]([N+:9]([O-])=O)[CH:6]=[N:5]1)([CH3:3])[CH3:2]. The catalyst is CCO.[Pd]. The product is [CH:1]([N:4]1[CH:8]=[C:7]([NH2:9])[CH:6]=[N:5]1)([CH3:3])[CH3:2]. The yield is 0.750. (4) The yield is 0.710. The product is [NH2:9][C:5]1[N:6]=[C:7]([Cl:8])[C:2]([C:15]2[CH:16]=[CH:17][C:12]([C:10]#[N:11])=[CH:13][CH:14]=2)=[CH:3][CH:4]=1. The catalyst is O1CCOCC1.O.Cl[Pd]Cl.C1(P(C2C=CC=CC=2)[C-]2C=CC=C2)C=CC=CC=1.[C-]1(P(C2C=CC=CC=2)C2C=CC=CC=2)C=CC=C1.[Fe+2]. The reactants are Br[C:2]1[CH:3]=[CH:4][C:5]([NH2:9])=[N:6][C:7]=1[Cl:8].[C:10]([C:12]1[CH:17]=[CH:16][C:15](B(O)O)=[CH:14][CH:13]=1)#[N:11].ClCCl.C(=O)([O-])[O-].[K+].[K+]. (5) The reactants are [NH:1]1[CH2:6][CH2:5][CH:4]([O:7][C:8]2[CH:9]=[C:10]3[C:14](=[CH:15][CH:16]=2)[NH:13][N:12]=[CH:11]3)[CH2:3][CH2:2]1.Br[CH2:18][CH2:19][OH:20].C(=O)([O-])[O-].[K+].[K+]. The catalyst is CN(C)C=O. The product is [NH:13]1[C:14]2[C:10](=[CH:9][C:8]([O:7][CH:4]3[CH2:3][CH2:2][N:1]([CH2:18][CH2:19][OH:20])[CH2:6][CH2:5]3)=[CH:16][CH:15]=2)[CH:11]=[N:12]1. The yield is 0.380. (6) The reactants are [C:1]([C:5]1[CH:6]=[C:7]([NH:34][S:35]([CH3:38])(=[O:37])=[O:36])[C:8]([O:32][CH3:33])=[C:9]([NH:11][C:12]([C:14]2[S:18][C:17]3[C:19](C4N=CC=CC=4C(N)=O)=[CH:20][CH:21]=[CH:22][C:16]=3[CH:15]=2)=[O:13])[CH:10]=1)([CH3:4])([CH3:3])[CH3:2].COC1C=[N:43]C=C(C=1)C(O)=O.[CH3:50][C:51]1[N:52]=[N:53][S:54][C:55]=1[C:56](Cl)=[O:57]. No catalyst specified. The product is [C:1]([C:5]1[CH:6]=[C:7]([NH:34][S:35]([CH3:38])(=[O:36])=[O:37])[C:8]([O:32][CH3:33])=[C:9]([NH:11][C:12]([C:14]2[S:18][C:17]3[C:19]([NH:43][C:56]([C:55]4[S:54][N:53]=[N:52][C:51]=4[CH3:50])=[O:57])=[CH:20][CH:21]=[CH:22][C:16]=3[CH:15]=2)=[O:13])[CH:10]=1)([CH3:3])([CH3:4])[CH3:2]. The yield is 0.500.